Dataset: Reaction yield outcomes from USPTO patents with 853,638 reactions. Task: Predict the reaction yield, written as a fraction of the theoretical maximum amount of product (1.0 means a 100% yield; for example, 0.34 means a 34% yield). (1) The reactants are [NH2:1][C@:2]12[CH2:37][CH2:36][C@@H:35]([C:38]([CH3:40])=[CH2:39])[C@@H:3]1[C@@H:4]1[C@@:17]([CH3:20])([CH2:18][CH2:19]2)[C@@:16]2([CH3:21])[C@@H:7]([C@:8]3([CH3:34])[C@@H:13]([CH2:14][CH2:15]2)[C:12]([CH3:23])([CH3:22])[C:11]([C:24]2[CH:33]=[CH:32][C:27]([C:28]([O:30][CH3:31])=[O:29])=[CH:26][CH:25]=2)=[CH:10][CH2:9]3)[CH2:6][CH2:5]1.[CH:41](=O)[C:42]1[O:46][CH:45]=[CH:44][CH:43]=1.C(O[BH-](OC(=O)C)OC(=O)C)(=O)C.[Na+].[Na]. The catalyst is ClCCCl.CC(C)[O-].[Ti+4].CC(C)[O-].CC(C)[O-].CC(C)[O-]. The product is [O:46]1[CH:45]=[CH:44][CH:43]=[C:42]1[CH2:41][NH:1][C@:2]12[CH2:37][CH2:36][C@@H:35]([C:38]([CH3:40])=[CH2:39])[C@@H:3]1[C@@H:4]1[C@@:17]([CH3:20])([CH2:18][CH2:19]2)[C@@:16]2([CH3:21])[C@@H:7]([C@:8]3([CH3:34])[C@@H:13]([CH2:14][CH2:15]2)[C:12]([CH3:22])([CH3:23])[C:11]([C:24]2[CH:25]=[CH:26][C:27]([C:28]([O:30][CH3:31])=[O:29])=[CH:32][CH:33]=2)=[CH:10][CH2:9]3)[CH2:6][CH2:5]1. The yield is 0.900. (2) The reactants are [Br:1][C:2]1[C:3](F)=[C:4]2[C:10]([NH:11][C:12]([C:14]3([CH3:17])[CH2:16][CH2:15]3)=[O:13])=[CH:9][NH:8][C:5]2=[N:6][CH:7]=1.[NH:19]1[CH2:24][CH2:23][CH2:22][C@@H:21]([NH:25][C:26](=[O:32])[O:27][C:28]([CH3:31])([CH3:30])[CH3:29])[CH2:20]1. The catalyst is C(O)(CC)C. The product is [Br:1][C:2]1[C:3]([N:19]2[CH2:24][CH2:23][CH2:22][C@@H:21]([NH:25][C:26](=[O:32])[O:27][C:28]([CH3:30])([CH3:29])[CH3:31])[CH2:20]2)=[C:4]2[C:10]([NH:11][C:12]([C:14]3([CH3:17])[CH2:16][CH2:15]3)=[O:13])=[CH:9][NH:8][C:5]2=[N:6][CH:7]=1. The yield is 0.522. (3) The reactants are Br[C:2]1[CH:7]=[CH:6][CH:5]=[C:4]([O:8][CH:9]([CH3:11])[CH3:10])[N:3]=1.[Li]CCCC.[CH2:17]([Sn:21](Cl)([CH2:26][CH2:27][CH2:28][CH3:29])[CH2:22][CH2:23][CH2:24][CH3:25])[CH2:18][CH2:19][CH3:20].[NH4+].[Cl-]. The catalyst is C1COCC1. The product is [CH:9]([O:8][C:4]1[CH:5]=[CH:6][CH:7]=[C:2]([Sn:21]([CH2:22][CH2:23][CH2:24][CH3:25])([CH2:26][CH2:27][CH2:28][CH3:29])[CH2:17][CH2:18][CH2:19][CH3:20])[N:3]=1)([CH3:11])[CH3:10]. The yield is 0.500. (4) The reactants are [CH3:1][O:2][C:3]1[CH:4]=[C:5]2[C:10](=[CH:11][C:12]=1[O:13][CH3:14])[N:9]=[CH:8][N:7]=[C:6]2[O:15][C:16]1[CH:22]=[CH:21][C:19]([NH2:20])=[CH:18][CH:17]=1.C1(C)C=CC=CC=1.C(N(CC)CC)C.Cl[C:38](Cl)([O:40]C(=O)OC(Cl)(Cl)Cl)Cl.[Cl:49][C:50]1[CH:58]=[CH:57][CH:56]=[CH:55][C:51]=1[CH:52]([OH:54])[CH3:53]. The catalyst is C(Cl)Cl. The product is [CH3:1][O:2][C:3]1[CH:4]=[C:5]2[C:10](=[CH:11][C:12]=1[O:13][CH3:14])[N:9]=[CH:8][N:7]=[C:6]2[O:15][C:16]1[CH:22]=[CH:21][C:19]([NH:20][C:38](=[O:40])[O:54][CH:52]([C:51]2[CH:55]=[CH:56][CH:57]=[CH:58][C:50]=2[Cl:49])[CH3:53])=[CH:18][CH:17]=1. The yield is 0.480.